From a dataset of Reaction yield outcomes from USPTO patents with 853,638 reactions. Predict the reaction yield, written as a fraction of the theoretical maximum amount of product (1.0 means a 100% yield; for example, 0.34 means a 34% yield). (1) The reactants are C(O[C:6]([N:8]1[CH2:13][CH2:12][N:11]([C:14]2[C:15](=[O:33])[N:16]([CH2:29][CH:30]([CH3:32])[CH3:31])[N:17]=[C:18]([C:21]3[CH:26]=[CH:25][C:24](C)=[C:23](F)[CH:22]=3)[C:19]=2[CH3:20])[CH2:10][CH2:9]1)=O)(C)(C)C.C(N1C(=O)C(C[O:46][S:47]([CH3:50])(=O)=O)=CC(C2C=CC(S(C)=O)=CC=2)=N1)C(C)C.CN1CCNCC1. No catalyst specified. The product is [CH2:29]([N:16]1[C:15](=[O:33])[C:14]([N:11]2[CH2:12][CH2:13][N:8]([CH3:6])[CH2:9][CH2:10]2)=[C:19]([CH3:20])[C:18]([C:21]2[CH:26]=[CH:25][C:24]([S:47]([CH3:50])=[O:46])=[CH:23][CH:22]=2)=[N:17]1)[CH:30]([CH3:32])[CH3:31]. The yield is 0.618. (2) The product is [Br:1][C:2]1[C:3]2[C:4]3[CH2:25][CH2:24][NH:23][CH2:22][CH2:21][C:5]=3[N:6]([CH2:11][C:12]([NH:14][C:15]3[S:16][CH:17]=[C:18]([CH3:20])[N:19]=3)=[O:13])[C:7]=2[CH:8]=[CH:9][CH:10]=1. The reactants are [Br:1][C:2]1[C:3]2[C:4]3[CH2:25][CH2:24][N:23](C(OC(C)(C)C)=O)[CH2:22][CH2:21][C:5]=3[N:6]([CH2:11][C:12]([NH:14][C:15]3[S:16][CH:17]=[C:18]([CH3:20])[N:19]=3)=[O:13])[C:7]=2[CH:8]=[CH:9][CH:10]=1.C(C(O)=O)(F)(F)F. The catalyst is C(Cl)Cl. The yield is 0.280. (3) The reactants are [Br:1][C:2]1[CH:7]=[CH:6][C:5]([C:8]2[CH:13]=[CH:12][CH:11]=[CH:10][CH:9]=2)=[C:4]([CH3:14])[CH:3]=1.[Mn]([O-])(=O)(=O)=[O:16].[K+].[OH2:21]. The catalyst is N1C=CC=CC=1. The product is [Br:1][C:2]1[CH:3]=[C:4]([C:14]([OH:16])=[O:21])[C:5]([C:8]2[CH:13]=[CH:12][CH:11]=[CH:10][CH:9]=2)=[CH:6][CH:7]=1. The yield is 0.890. (4) The reactants are C([O:4][C@H:5]1[CH2:10][CH2:9][C@@:8]([C@H:12]2[CH2:20][CH2:19][C@@:18]3([CH3:21])[C@@H:14]([CH2:15][CH2:16][C:17]3=[CH2:22])[C@@H:13]2[CH2:23][NH2:24])([CH3:11])[C@@H:7]([CH2:25][OH:26])[CH2:6]1)(=O)C.F[B-](F)(F)F.N1(OC(N(C)C)=[N+](C)C)C2C=CC=CC=2N=N1.[C:49](O)(=[O:53])[CH2:50][CH2:51][CH3:52].C(N(CC)C(C)C)(C)C. The catalyst is CN(C=O)C. The product is [OH:4][C@H:5]1[CH2:10][CH2:9][C@@:8]([C@H:12]2[CH2:20][CH2:19][C@@:18]3([CH3:21])[C@@H:14]([CH2:15][CH2:16][C:17]3=[CH2:22])[C@@H:13]2[CH2:23][NH:24][C:49](=[O:53])[CH2:50][CH2:51][CH3:52])([CH3:11])[C@@H:7]([CH2:25][OH:26])[CH2:6]1. The yield is 0.390. (5) The reactants are [Cl:1][C:2]1[CH:13]=[C:12]([O:14]C)[C:5]2[CH:6]=[C:7]([C:9](=[O:11])[CH3:10])[O:8][C:4]=2[CH:3]=1.ClC1C=CC=CC=1.[Cl-].[Al+3].[Cl-].[Cl-]. No catalyst specified. The product is [Cl:1][C:2]1[CH:13]=[C:12]([OH:14])[C:5]2[CH:6]=[C:7]([C:9](=[O:11])[CH3:10])[O:8][C:4]=2[CH:3]=1. The yield is 0.880. (6) The reactants are [CH2:1]([O:8][C:9]1[CH:10]=[C:11]([CH:14]=[CH:15][C:16]=1[O:17][CH3:18])C=O)[C:2]1[CH:7]=[CH:6][CH:5]=[CH:4][CH:3]=1.OO.S(=O)(=O)(O)[OH:22]. The catalyst is CO. The product is [CH2:1]([O:8][C:9]1[CH:10]=[C:11]([OH:22])[CH:14]=[CH:15][C:16]=1[O:17][CH3:18])[C:2]1[CH:7]=[CH:6][CH:5]=[CH:4][CH:3]=1. The yield is 0.200.